From a dataset of Catalyst prediction with 721,799 reactions and 888 catalyst types from USPTO. Predict which catalyst facilitates the given reaction. (1) Reactant: C[O:2][C:3]([C:5]1[CH:10]=[C:9]([O:11][CH3:12])[CH:8]=[C:7]([CH:13]([CH2:16][CH3:17])[CH2:14][CH3:15])[N:6]=1)=[O:4]. Product: [CH2:14]([CH:13]([C:7]1[N:6]=[C:5]([C:3]([OH:4])=[O:2])[CH:10]=[C:9]([O:11][CH3:12])[CH:8]=1)[CH2:16][CH3:17])[CH3:15]. The catalyst class is: 33. (2) Reactant: [C:1]([O:4][C:5](=O)[CH3:6])(=[O:3])[CH3:2].[N+:8]([C:11]1[CH:16]=CC(O)=[CH:13][CH:12]=1)([O-:10])=[O:9].O. Product: [N+:8]([C:11]1[CH:16]=[CH:6][C:5]([O:4][C:1](=[O:3])[CH3:2])=[CH:13][CH:12]=1)([O-:10])=[O:9]. The catalyst class is: 17.